From a dataset of Reaction yield outcomes from USPTO patents with 853,638 reactions. Predict the reaction yield, written as a fraction of the theoretical maximum amount of product (1.0 means a 100% yield; for example, 0.34 means a 34% yield). (1) The reactants are [CH2:1]([C:4]1([CH:20]([CH3:22])[CH3:21])[O:9][C:8](=[O:10])[N:7]([CH:11]([C:13]2[CH:18]=[CH:17][C:16](Br)=[CH:15][CH:14]=2)[CH3:12])[CH2:6][CH2:5]1)[CH:2]=[CH2:3].[F:23][C:24]1[CH:29]=[C:28]([F:30])[CH:27]=[CH:26][C:25]=1B(O)O.C([O-])([O-])=O.[Cs+].[Cs+]. The catalyst is O1CCOCC1.Cl[Pd](Cl)([P](C1C=CC=CC=1)(C1C=CC=CC=1)C1C=CC=CC=1)[P](C1C=CC=CC=1)(C1C=CC=CC=1)C1C=CC=CC=1. The product is [CH2:1]([C:4]1([CH:20]([CH3:22])[CH3:21])[O:9][C:8](=[O:10])[N:7]([C@H:11]([C:13]2[CH:18]=[CH:17][C:16]([C:27]3[CH:26]=[CH:25][C:24]([F:23])=[CH:29][C:28]=3[F:30])=[CH:15][CH:14]=2)[CH3:12])[CH2:6][CH2:5]1)[CH:2]=[CH2:3]. The yield is 0.730. (2) The reactants are [CH2:1]([O:3][C:4](=[O:24])[CH2:5][O:6][C:7]1[CH:12]=[CH:11][C:10]([O:13]CC2C=CC=CC=2)=[CH:9][C:8]=1[CH2:21][CH2:22][CH3:23])[CH3:2].[H][H]. The catalyst is C1COCC1.[Pd]. The product is [CH2:1]([O:3][C:4](=[O:24])[CH2:5][O:6][C:7]1[CH:12]=[CH:11][C:10]([OH:13])=[CH:9][C:8]=1[CH2:21][CH2:22][CH3:23])[CH3:2]. The yield is 0.570. (3) The reactants are [Cl-].O[NH3+:3].[C:4](=[O:7])([O-])[OH:5].[Na+].CS(C)=O.[CH2:13]([C:17]1[N:18]=[C:19]([CH2:48][CH3:49])[N:20]([C:39]2[CH:40]=[CH:41][C:42]3[O:46][CH2:45][CH2:44][C:43]=3[CH:47]=2)[C:21](=[O:38])[C:22]=1[CH2:23][C:24]1[CH:29]=[CH:28][C:27]([C:30]2[C:31]([C:36]#[N:37])=[CH:32][CH:33]=[CH:34][CH:35]=2)=[CH:26][CH:25]=1)[CH2:14][CH2:15][CH3:16]. The product is [CH2:13]([C:17]1[N:18]=[C:19]([CH2:48][CH3:49])[N:20]([C:39]2[CH:40]=[CH:41][C:42]3[O:46][CH2:45][CH2:44][C:43]=3[CH:47]=2)[C:21](=[O:38])[C:22]=1[CH2:23][C:24]1[CH:25]=[CH:26][C:27]([C:30]2[CH:35]=[CH:34][CH:33]=[CH:32][C:31]=2[C:36]2[NH:3][C:4](=[O:7])[O:5][N:37]=2)=[CH:28][CH:29]=1)[CH2:14][CH2:15][CH3:16]. The yield is 0.750. The catalyst is C(OCC)(=O)C. (4) The reactants are Br[C:2]1[S:3][CH:4]=[C:5]([Br:7])[CH:6]=1.[CH3:8][O:9][C:10]1[CH:15]=[CH:14][C:13](B(O)O)=[CH:12][CH:11]=1. The catalyst is CCCCCC.C(OCC)(=O)C. The product is [Br:7][C:5]1[CH:6]=[C:2]([C:13]2[CH:14]=[CH:15][C:10]([O:9][CH3:8])=[CH:11][CH:12]=2)[S:3][CH:4]=1. The yield is 0.780. (5) The reactants are [CH3:1][O:2][C:3]1[CH:4]=[CH:5][C:6]2[O:10][C:9]([C:11]([OH:13])=O)=[CH:8][C:7]=2[CH:14]=1.[CH3:15][CH2:16][CH:17]([NH2:21])[CH2:18][CH2:19][CH3:20]. No catalyst specified. The product is [CH3:15][CH2:16][CH:17]([NH:21][C:11]([C:9]1[O:10][C:6]2[CH:5]=[CH:4][C:3]([O:2][CH3:1])=[CH:14][C:7]=2[CH:8]=1)=[O:13])[CH2:18][CH2:19][CH3:20]. The yield is 0.320. (6) The reactants are [C:1]([C:5]1[CH:10]=[CH:9][C:8]([NH2:11])=[CH:7][C:6]=1[N+:12]([O-:14])=[O:13])([CH3:4])([CH3:3])[CH3:2].[CH3:15][C:16]([O:19][C:20](O[C:20]([O:19][C:16]([CH3:18])([CH3:17])[CH3:15])=[O:21])=[O:21])([CH3:18])[CH3:17]. The catalyst is [OH-].[Na+].C1COCC1. The product is [C:16]([O:19][C:20](=[O:21])[NH:11][C:8]1[CH:9]=[CH:10][C:5]([C:1]([CH3:4])([CH3:2])[CH3:3])=[C:6]([N+:12]([O-:14])=[O:13])[CH:7]=1)([CH3:18])([CH3:17])[CH3:15]. The yield is 0.740.